This data is from Full USPTO retrosynthesis dataset with 1.9M reactions from patents (1976-2016). The task is: Predict the reactants needed to synthesize the given product. Given the product [CH2:26]1[C:25]2[C:20](=[CH:21][CH:22]=[CH:23][CH:24]=2)[CH2:19][CH:18]1[NH:17][C:14]1[N:15]=[CH:16][C:11]2[CH2:10][N:9]([C:7](=[O:8])[CH2:6][O:5][CH2:1][CH2:2][C:3]3[N:42]=[N:43][NH:44][CH:4]=3)[CH2:28][CH2:27][C:12]=2[N:13]=1, predict the reactants needed to synthesize it. The reactants are: [CH2:1]([O:5][CH2:6][C:7]([N:9]1[CH2:28][CH2:27][C:12]2[N:13]=[C:14]([NH:17][CH:18]3[CH2:26][C:25]4[C:20](=[CH:21][CH:22]=[CH:23][CH:24]=4)[CH2:19]3)[N:15]=[CH:16][C:11]=2[CH2:10]1)=[O:8])[CH2:2][C:3]#[CH:4].[Na].O=C1O[C@H]([C@H](CO)O)C(O)=C1O.[N:42]([Si](C)(C)C)=[N+:43]=[N-:44].